Dataset: Forward reaction prediction with 1.9M reactions from USPTO patents (1976-2016). Task: Predict the product of the given reaction. Given the reactants Cl[CH2:2][CH2:3][CH2:4][CH2:5][CH2:6][CH2:7][O:8][C:9]1[C:10]([O:29][CH3:30])=[CH:11][CH:12]=[C:13]2[C:18]=1[NH:17][C:16](=[O:19])[CH:15]=[C:14]2[NH:20][C:21]1[C:26]([CH3:27])=[CH:25][N:24]=[CH:23][C:22]=1[CH3:28].[NH:31]1[CH2:36][CH2:35][CH2:34][CH2:33][CH2:32]1, predict the reaction product. The product is: [CH3:28][C:22]1[CH:23]=[N:24][CH:25]=[C:26]([CH3:27])[C:21]=1[NH:20][C:14]1[C:13]2[C:18](=[C:9]([O:8][CH2:7][CH2:6][CH2:5][CH2:4][CH2:3][CH2:2][N:31]3[CH2:36][CH2:35][CH2:34][CH2:33][CH2:32]3)[C:10]([O:29][CH3:30])=[CH:11][CH:12]=2)[NH:17][C:16](=[O:19])[CH:15]=1.